Task: Predict the reaction yield, written as a fraction of the theoretical maximum amount of product (1.0 means a 100% yield; for example, 0.34 means a 34% yield).. Dataset: Reaction yield outcomes from USPTO patents with 853,638 reactions The reactants are [OH:1][CH2:2][CH2:3][N:4]([CH3:32])[C:5]1[CH:10]=[C:9]([C:11]2[CH2:16][CH2:15][N:14]([C:17]([O:19][C:20]([CH3:23])([CH3:22])[CH3:21])=[O:18])[CH2:13][CH:12]=2)[CH:8]=[C:7]([NH:24][C:25]2[CH:30]=[C:29]([CH3:31])[CH:28]=[CH:27][N:26]=2)[N:6]=1. The catalyst is CO.[Pd]. The product is [OH:1][CH2:2][CH2:3][N:4]([CH3:32])[C:5]1[CH:10]=[C:9]([CH:11]2[CH2:12][CH2:13][N:14]([C:17]([O:19][C:20]([CH3:22])([CH3:23])[CH3:21])=[O:18])[CH2:15][CH2:16]2)[CH:8]=[C:7]([NH:24][C:25]2[CH:30]=[C:29]([CH3:31])[CH:28]=[CH:27][N:26]=2)[N:6]=1. The yield is 0.760.